This data is from Full USPTO retrosynthesis dataset with 1.9M reactions from patents (1976-2016). The task is: Predict the reactants needed to synthesize the given product. (1) The reactants are: Br[C:2]1[CH:3]=[CH:4][C:5]([Cl:9])=[C:6]([CH3:8])[CH:7]=1.C([Li])(C)(C)C.[CH2:15]([C@@H:17]1[O:19][CH2:18]1)[Cl:16]. Given the product [Cl:16][CH2:15][C@H:17]([OH:19])[CH2:18][C:2]1[CH:3]=[CH:4][C:5]([Cl:9])=[C:6]([CH3:8])[CH:7]=1, predict the reactants needed to synthesize it. (2) Given the product [CH3:5][O:6][C:7](=[O:16])[CH:8]([C:9]1[CH:14]=[CH:13][CH:12]=[C:11]([Br:15])[CH:10]=1)[S:17][C:18]1[CH:23]=[CH:22][N:21]=[CH:20][CH:19]=1, predict the reactants needed to synthesize it. The reactants are: C[SH+](C)=O.[CH3:5][O:6][C:7](=[O:16])[CH2:8][C:9]1[CH:14]=[CH:13][CH:12]=[C:11]([Br:15])[CH:10]=1.[SH:17][C:18]1[CH:23]=[CH:22][N:21]=[CH:20][CH:19]=1. (3) Given the product [Cl:16][C:17]1[CH:23]=[C:22]([O:24][CH3:25])[C:21]([O:26][CH2:27][C:28]2[C:33]([O:34][CH3:35])=[CH:32][CH:31]=[C:30]([F:36])[C:29]=2[F:37])=[CH:20][C:18]=1[NH:19][C:2]1[C:7]([C:8]([O:10][CH2:11][CH3:12])=[O:9])=[CH:6][N:5]=[C:4]([O:13][CH3:14])[N:3]=1, predict the reactants needed to synthesize it. The reactants are: Cl[C:2]1[C:7]([C:8]([O:10][CH2:11][CH3:12])=[O:9])=[CH:6][N:5]=[C:4]([O:13][CH3:14])[N:3]=1.Cl.[Cl:16][C:17]1[CH:23]=[C:22]([O:24][CH3:25])[C:21]([O:26][CH2:27][C:28]2[C:33]([O:34][CH3:35])=[CH:32][CH:31]=[C:30]([F:36])[C:29]=2[F:37])=[CH:20][C:18]=1[NH2:19].C(N(CC)C(C)C)(C)C.O.